Dataset: Catalyst prediction with 721,799 reactions and 888 catalyst types from USPTO. Task: Predict which catalyst facilitates the given reaction. (1) Reactant: [CH3:1][O:2][C:3]1[CH:8]=[CH:7][C:6]([NH2:9])=[C:5]([N+:10]([O-:12])=[O:11])[CH:4]=1.[N:13]([O-])=O.[Na+].[Cl:17][Sn]Cl.Cl. Product: [ClH:17].[CH3:1][O:2][C:3]1[CH:8]=[CH:7][C:6]([NH:9][NH2:13])=[C:5]([N+:10]([O-:12])=[O:11])[CH:4]=1. The catalyst class is: 6. (2) Reactant: [CH3:1][C:2]1[CH:10]=[CH:9][C:5]([C:6](O)=[O:7])=[CH:4][CH:3]=1.C(Cl)(=O)C([Cl:14])=O. Product: [CH3:1][C:2]1[CH:10]=[CH:9][C:5]([C:6]([Cl:14])=[O:7])=[CH:4][CH:3]=1. The catalyst class is: 4. (3) Reactant: Cl[Si:2](Cl)([CH3:4])[CH3:3].[CH3:6][C:7]1[CH-:8][C:9]2[C:14]([CH:15]=1)=[C:13]([C:16]1[CH:21]=[C:20]([CH3:22])[CH:19]=[C:18]([CH3:23])[CH:17]=1)[C:12]([CH3:24])=[CH:11][CH:10]=2.[Li+]. Product: [CH3:3][Si:2]([CH3:4])([CH:8]1[C:9]2[C:14](=[C:13]([C:16]3[CH:21]=[C:20]([CH3:22])[CH:19]=[C:18]([CH3:23])[CH:17]=3)[C:12]([CH3:24])=[CH:11][CH:10]=2)[CH:15]=[C:7]1[CH3:6])[CH:8]1[C:9]2[C:14](=[C:13]([C:16]3[CH:17]=[C:18]([CH3:23])[CH:19]=[C:20]([CH3:22])[CH:21]=3)[C:12]([CH3:24])=[CH:11][CH:10]=2)[CH:15]=[C:7]1[CH3:6]. The catalyst class is: 1. (4) Reactant: Br[C:2]1[CH:3]=[C:4]([O:10][C:11]2[N:15]([CH2:16][CH3:17])[N:14]=[CH:13][CH:12]=2)[C:5]([C:8]#[N:9])=[N:6][CH:7]=1.C(=O)([O-])[O-].[Cs+].[Cs+].[N:24]1[CH:29]=[CH:28][CH:27]=[CH:26][C:25]=1[SH:30]. Product: [CH2:16]([N:15]1[C:11]([O:10][C:4]2[C:5]([C:8]#[N:9])=[N:6][CH:7]=[C:2]([S:30][C:25]3[CH:26]=[CH:27][CH:28]=[CH:29][N:24]=3)[CH:3]=2)=[CH:12][CH:13]=[N:14]1)[CH3:17]. The catalyst class is: 3. (5) Reactant: [F:1][C:2]1[CH:8]=[CH:7][CH:6]=[C:5]([F:9])[C:3]=1[NH2:4].C[Al](C)C.C[O:15][C:16]([C:18]1[S:19][CH:20]=[C:21]([Br:24])[C:22]=1[CH3:23])=O. Product: [Br:24][C:21]1[C:22]([CH3:23])=[C:18]([C:16]([NH:4][C:3]2[C:2]([F:1])=[CH:8][CH:7]=[CH:6][C:5]=2[F:9])=[O:15])[S:19][CH:20]=1. The catalyst class is: 2.